This data is from Full USPTO retrosynthesis dataset with 1.9M reactions from patents (1976-2016). The task is: Predict the reactants needed to synthesize the given product. (1) Given the product [CH3:1][O:2][C:3]1[CH:39]=[C:38]([O:40][CH3:41])[CH:37]=[CH:36][C:4]=1[CH2:5][NH:6][C:7]1[CH:12]=[C:11]([F:13])[CH:10]=[CH:9][C:8]=1[NH:14][C:15]1[N:20]=[C:19]([NH:21][C@H:22]2[C:31]3[C:26](=[C:27]([F:32])[CH:28]=[CH:29][CH:30]=3)[O:25][CH2:24][CH2:23]2)[C:18]([NH2:33])=[CH:17][N:16]=1, predict the reactants needed to synthesize it. The reactants are: [CH3:1][O:2][C:3]1[CH:39]=[C:38]([O:40][CH3:41])[CH:37]=[CH:36][C:4]=1[CH2:5][NH:6][C:7]1[CH:12]=[C:11]([F:13])[CH:10]=[CH:9][C:8]=1[NH:14][C:15]1[N:20]=[C:19]([NH:21][C@H:22]2[C:31]3[C:26](=[C:27]([F:32])[CH:28]=[CH:29][CH:30]=3)[O:25][CH2:24][CH2:23]2)[C:18]([N+:33]([O-])=O)=[CH:17][N:16]=1. (2) Given the product [C:1]([CH:4]1[N:16]([C:17]([O:19][C:20]([CH3:23])([CH3:22])[CH3:21])=[O:18])[CH2:15][C:7]2[N:8]([CH2:35][C:34]3[CH:37]=[CH:38][C:31]([F:30])=[CH:32][CH:33]=3)[C:9]3[C:14]([C:6]=2[CH2:5]1)=[CH:13][CH:12]=[CH:11][CH:10]=3)(=[O:3])[NH2:2], predict the reactants needed to synthesize it. The reactants are: [C:1]([CH:4]1[N:16]([C:17]([O:19][C:20]([CH3:23])([CH3:22])[CH3:21])=[O:18])[CH2:15][C:7]2[NH:8][C:9]3[C:14]([C:6]=2[CH2:5]1)=[CH:13][CH:12]=[CH:11][CH:10]=3)(=[O:3])[NH2:2].C([O-])([O-])=O.[Cs+].[Cs+].[F:30][C:31]1[CH:38]=[CH:37][C:34]([CH2:35]Br)=[CH:33][CH:32]=1. (3) The reactants are: C(OC([N:8]1[CH2:11][CH:10]([NH:12][C:13]2[CH:14]=[N:15][CH:16]=[C:17]([N:19]3[C:27](=[O:28])[C:26]4[C:21](=[CH:22][C:23]([Cl:29])=[CH:24][CH:25]=4)[C:20]3([CH3:31])[CH3:30])[CH:18]=2)[CH2:9]1)=O)(C)(C)C.C(Cl)(=O)C. Given the product [NH:8]1[CH2:9][CH:10]([NH:12][C:13]2[CH:18]=[C:17]([N:19]3[C:20]([CH3:30])([CH3:31])[C:21]4[C:26](=[CH:25][CH:24]=[C:23]([Cl:29])[CH:22]=4)[C:27]3=[O:28])[CH:16]=[N:15][CH:14]=2)[CH2:11]1, predict the reactants needed to synthesize it. (4) Given the product [CH3:13][C:9]1([CH3:12])[N:8]([C:14]([O:16][C:17]([CH3:20])([CH3:19])[CH3:18])=[O:15])[C@@H:7]([CH2:6][C:5]2[CH:4]=[CH:3][C:2]([O:1][S:33]([C:32]([F:45])([F:44])[F:31])(=[O:35])=[O:34])=[CH:22][CH:21]=2)[CH2:11][O:10]1, predict the reactants needed to synthesize it. The reactants are: [OH:1][C:2]1[CH:22]=[CH:21][C:5]([CH2:6][C@H:7]2[CH2:11][O:10][C:9]([CH3:13])([CH3:12])[N:8]2[C:14]([O:16][C:17]([CH3:20])([CH3:19])[CH3:18])=[O:15])=[CH:4][CH:3]=1.N1C(C)=CC=CC=1C.[F:31][C:32]([F:45])([F:44])[S:33](O[S:33]([C:32]([F:45])([F:44])[F:31])(=[O:35])=[O:34])(=[O:35])=[O:34]. (5) Given the product [Cl:1][C:2]1[CH:7]=[CH:6][CH:5]=[C:4]([CH3:8])[C:3]=1[NH:9][C:10]1[NH:11][C:12]2[C:18]3[CH2:19][C:20]([CH3:22])([CH3:23])[O:21][C:17]=3[C:16]([C:24]([NH:36][C:35]3[CH:37]=[CH:38][C:32]([F:31])=[C:33]([C:39]([F:42])([F:40])[F:41])[CH:34]=3)=[O:26])=[CH:15][C:13]=2[N:14]=1, predict the reactants needed to synthesize it. The reactants are: [Cl:1][C:2]1[CH:7]=[CH:6][CH:5]=[C:4]([CH3:8])[C:3]=1[NH:9][C:10]1[NH:11][C:12]2[C:18]3[CH2:19][C:20]([CH3:23])([CH3:22])[O:21][C:17]=3[C:16]([C:24]([OH:26])=O)=[CH:15][C:13]=2[N:14]=1.S(Cl)(Cl)=O.[F:31][C:32]1[CH:38]=[CH:37][C:35]([NH2:36])=[CH:34][C:33]=1[C:39]([F:42])([F:41])[F:40].CCN(C(C)C)C(C)C.